Dataset: Kinase inhibitor binding affinity data with 442 proteins and 68 drugs (Kd values). Task: Regression. Given a target protein amino acid sequence and a drug SMILES string, predict the binding affinity score between them. We predict pKd (pKd = -log10(Kd in M); higher means stronger binding). Dataset: davis. (1) The drug is Cc1cn(-c2cc(NC(=O)c3ccc(C)c(Nc4nccc(-c5cccnc5)n4)c3)cc(C(F)(F)F)c2)cn1. The target protein (HIPK3) has sequence MASQVLVYPPYVYQTQSSAFCSVKKLKVEPSSCVFQERNYPRTYVNGRNFGNSHPPTKGSAFQTKIPFNRPRGHNFSLQTSAVVLKNTAGATKVIAAQAQQAHVQAPQIGAWRNRLHFLEGPQRCGLKRKSEELDNHSSAMQIVDELSILPAMLQTNMGNPVTVVTATTGSKQNCTTGEGDYQLVQHEVLCSMKNTYEVLDFLGRGTFGQVVKCWKRGTNEIVAIKILKNHPSYARQGQIEVSILARLSTENADEYNFVRAYECFQHRNHTCLVFEMLEQNLYDFLKQNKFSPLPLKVIRPILQQVATALKKLKSLGLIHADLKPENIMLVDPVRQPYRVKVIDFGSASHVSKTVCSTYLQSRYYRAPEIILGLPFCEAIDMWSLGCVIAELFLGWPLYPGALEYDQIRYISQTQGLPGEQLLNVGTKSTRFFCKETDMSHSGWRLKTLEEHEAETGMKSKEARKYIFNSLDDVAHVNTVMDLEGSDLLAEKADRREFVS.... The pKd is 5.0. (2) The drug is Cc1ccc(NC(=O)c2ccc(CN3CCN(C)CC3)cc2)cc1Nc1nccc(-c2cccnc2)n1. The target protein (CDC2L1) has sequence ERFELGDGRKPVKEEKMEERDLLSDLQDISDSERKTSSAESSSAESGSGSEEEEEEEEEEEEEGSTSEESEEEEEEEEEEEEETGSNSEEASEQSAEEVSEEEMSEDEERENENHLLVVPESRFDRDSGESEEAEEEVGEGTPQSSALTEGDYVPDSPALSPIELKQELPKYLPALQGCRSVEEFQCLNRIEEGTYGVVYRAKDKKTDEIVALKRLKMEKEKEGFPITSLREINTILKAQHPNIVTVREIVVGSNMDKIYIVMNYVEHDLKSLMETMKQPFLPGEVKTLMIQLLRGVKHLHDNWILHRDLKTSNLLLSHAGILKVGDFGLAREYGSPLKAYTPVVVTLWYRAPELLLGAKEYSTAVDMWSVGCIFGELLTQKPLFPGKSEIDQINKVFKDLGTPSEKIWPGYSELPAVKKMTFSEHPYNNLRKRFGALLSDQGFDLMNKFLTYFPGRRISAEDGLKHEYFRETPLPIDPSMFPTWPAKSEQQRVKRGTSP.... The pKd is 5.0. (3) The drug is Oc1cccc(-c2nc(N3CCOCC3)c3oc4ncccc4c3n2)c1. The target protein (CDKL3) has sequence MEMYETLGKVGEGSYGTVMKCKHKNTGQIVAIKIFYERPEQSVNKIAMREIKFLKQFHHENLVNLIEVFRQKKKIHLVFEFIDHTVLDELQHYCHGLESKRLRKYLFQILRAIDYLHSNNIIHRDIKPENILVSQSGITKLCDFGFARTLAAPGDIYTDYVATRWYRAPELVLKDTSYGKPVDIWALGCMIIEMATGNPYLPSSSDLDLLHKIVLKVGNLSPHLQNIFSKSPIFAGVVLPQVQHPKNARKKYPKLNGLLADIVHACLQIDPADRISSSDLLHHEYFTRDGFIEKFMPELKAKLLQEAKVNSLIKPKESSKENELRKDERKTVYTNTLLSSSVLGKEIEKEKKPKEIKVRVIKVKGGRGDISEPKKKEYEGGLGQQDANENVHPMSPDTKLVTIEPPNPINPSTNCNGLKENPHCGGSVTMPPINLTNSNLMAANLSSNLFHPSVRLTERAKKRRTSSQSIGQVMPNSRQEDPGPIQSQMEKGIFNERTGH.... The pKd is 5.0.